From a dataset of Reaction yield outcomes from USPTO patents with 853,638 reactions. Predict the reaction yield, written as a fraction of the theoretical maximum amount of product (1.0 means a 100% yield; for example, 0.34 means a 34% yield). (1) The reactants are [NH2:1][N:2]1[C:6](=[O:7])[C:5]2=[CH:8][CH:9]=[CH:10][CH:11]=[C:4]2[C:3]1=[O:12].CO[CH:15]1[CH2:19][CH2:18][CH:17](OC)O1.Cl. The catalyst is O1CCOCC1. The product is [N:1]1([N:2]2[C:3](=[O:12])[C:4]3[C:5](=[CH:8][CH:9]=[CH:10][CH:11]=3)[C:6]2=[O:7])[CH:15]=[CH:19][CH:18]=[CH:17]1. The yield is 0.540. (2) The reactants are [N+:1]([C:4]1[CH:10]=[CH:9][CH:8]=[CH:7][C:5]=1[NH2:6])([O-:3])=[O:2].Br[C:12]1[CH:17]=[CH:16][CH:15]=[CH:14][N:13]=1.C(=O)([O-])[O-].[K+].[K+]. The catalyst is C(OCC)(=O)C.[Cu](I)I. The product is [N+:1]([C:4]1[CH:10]=[CH:9][CH:8]=[CH:7][C:5]=1[NH:6][C:12]1[CH:17]=[CH:16][CH:15]=[CH:14][N:13]=1)([O-:3])=[O:2]. The yield is 0.270. (3) The reactants are [S:1]1[C:5]2=[CH:6][N:7]=[C:8]([C:10]([OH:12])=O)[CH:9]=[C:4]2[CH:3]=[CH:2]1.[NH:13]1[CH:17]=[CH:16][N:15]=[C:14]1[NH:18][C:19]([C:21]1[C:29]2[NH:28][C:27]([NH2:30])=[N:26][C:25]=2[CH:24]=[CH:23][CH:22]=1)=[O:20].CN(C(ON1N=NC2C=CC=CC1=2)=[N+](C)C)C.F[P-](F)(F)(F)(F)F.CCN(C(C)C)C(C)C. The catalyst is CN(C=O)C. The product is [NH:15]1[CH:16]=[CH:17][N:13]=[C:14]1[NH:18][C:19]([C:21]1[C:29]2[N:28]=[C:27]([NH:30][C:10]([C:8]3[CH:9]=[C:4]4[CH:3]=[CH:2][S:1][C:5]4=[CH:6][N:7]=3)=[O:12])[NH:26][C:25]=2[CH:24]=[CH:23][CH:22]=1)=[O:20]. The yield is 0.0300. (4) The reactants are [CH3:1][N:2]([CH3:11])[C:3]1[CH:10]=[CH:9][C:6]([CH:7]=O)=[CH:5][CH:4]=1.[CH3:12][C:13]([CH3:15])=[O:14].[OH-].[Na+].O. The catalyst is C(O)C. The product is [CH3:1][N:2]([CH3:11])[C:3]1[CH:10]=[CH:9][C:6]([CH:7]=[CH:12][C:13](=[O:14])[CH:15]=[CH:7][C:6]2[CH:9]=[CH:10][C:3]([N:2]([CH3:11])[CH3:1])=[CH:4][CH:5]=2)=[CH:5][CH:4]=1. The yield is 0.510.